Dataset: Reaction yield outcomes from USPTO patents with 853,638 reactions. Task: Predict the reaction yield, written as a fraction of the theoretical maximum amount of product (1.0 means a 100% yield; for example, 0.34 means a 34% yield). (1) The reactants are C(OC([N:8]1[CH2:13][CH2:12][CH:11]([C:14]2[CH:19]=[CH:18][C:17]([NH:20][C:21]([C:23]3[N:27]=[C:26]([Cl:28])[N:25](COCC[Si](C)(C)C)[N:24]=3)=[O:22])=[C:16]([C:37]3[CH2:42][CH2:41][CH2:40][CH2:39][CH:38]=3)[CH:15]=2)[CH2:10][CH2:9]1)=O)(C)(C)C.CCO.[C:46]([OH:52])([C:48]([F:51])([F:50])[F:49])=[O:47]. The catalyst is C(Cl)Cl. The product is [F:49][C:48]([F:51])([F:50])[C:46]([OH:52])=[O:47].[C:37]1([C:16]2[CH:15]=[C:14]([CH:11]3[CH2:10][CH2:9][NH:8][CH2:13][CH2:12]3)[CH:19]=[CH:18][C:17]=2[NH:20][C:21]([C:23]2[N:27]=[C:26]([Cl:28])[NH:25][N:24]=2)=[O:22])[CH2:42][CH2:41][CH2:40][CH2:39][CH:38]=1. The yield is 0.580. (2) The reactants are [CH:1]1([N:6]2[C:10]3[N:11]=[C:12]([NH:15][C:16]4[CH:21]=[CH:20][C:19]([N:22]5[C:29](=[O:30])[CH2:28][C@@H:27]6[NH:31][C@@H:24]([CH2:25][CH2:26]6)[CH2:23]5)=[CH:18][N:17]=4)[N:13]=[CH:14][C:9]=3[CH:8]=[C:7]2[C:32]([N:34]([CH3:36])[CH3:35])=[O:33])[CH2:5][CH2:4][CH2:3][CH2:2]1.FC(F)(F)S(O[CH2:43][C:44]([F:47])([F:46])[F:45])(=O)=O.O. The catalyst is CN(C)C=O. The product is [CH:1]1([N:6]2[C:10]3[N:11]=[C:12]([NH:15][C:16]4[CH:21]=[CH:20][C:19]([N:22]5[C:29](=[O:30])[CH2:28][C@H:27]6[N:31]([CH2:43][C:44]([F:47])([F:46])[F:45])[C@H:24]([CH2:25][CH2:26]6)[CH2:23]5)=[CH:18][N:17]=4)[N:13]=[CH:14][C:9]=3[CH:8]=[C:7]2[C:32]([N:34]([CH3:36])[CH3:35])=[O:33])[CH2:2][CH2:3][CH2:4][CH2:5]1. The yield is 0.640. (3) The reactants are C([Li])CCC.Br[C:7]1[CH:8]=[N:9][CH:10]=[CH:11][CH:12]=1.[Si:13]([O:20][CH2:21]/[CH:22]=[N:23]/[S@:24]([C:26]([CH3:29])([CH3:28])[CH3:27])=[O:25])([C:16]([CH3:19])([CH3:18])[CH3:17])([CH3:15])[CH3:14]. The catalyst is C1(C)C=CC=CC=1.[Cl-].[Na+].O. The product is [Si:13]([O:20][CH2:21][C@@H:22]([NH:23][S@:24]([C:26]([CH3:29])([CH3:28])[CH3:27])=[O:25])[C:7]1[CH:8]=[N:9][CH:10]=[CH:11][CH:12]=1)([C:16]([CH3:19])([CH3:18])[CH3:17])([CH3:15])[CH3:14]. The yield is 0.220.